This data is from Forward reaction prediction with 1.9M reactions from USPTO patents (1976-2016). The task is: Predict the product of the given reaction. (1) Given the reactants [Br:1][C:2]1[CH:7]=[CH:6][C:5]([S:8][CH3:9])=[C:4]([F:10])[CH:3]=1.CC(O)=[O:13].OO.C([O-])(O)=O.[Na+].[OH2:22], predict the reaction product. The product is: [Br:1][C:2]1[CH:7]=[CH:6][C:5]([S:8]([CH3:9])(=[O:13])=[O:22])=[C:4]([F:10])[CH:3]=1. (2) Given the reactants [CH2:1]([NH:5][C:6]1[C:7](=[O:14])[N:8]([CH3:13])[N:9]=[CH:10][C:11]=1Cl)[CH2:2][CH2:3][CH3:4].[F:15][C:16]1[CH:26]=[CH:25][C:24]([C:27]([F:30])([F:29])[F:28])=[CH:23][C:17]=1[C:18]([N:20]=[C:21]=[S:22])=[O:19], predict the reaction product. The product is: [CH2:1]([N:5]1[C:6]2[C:7](=[O:14])[N:8]([CH3:13])[N:9]=[CH:10][C:11]=2[S:22]/[C:21]/1=[N:20]\[C:18](=[O:19])[C:17]1[CH:23]=[C:24]([C:27]([F:30])([F:29])[F:28])[CH:25]=[CH:26][C:16]=1[F:15])[CH2:2][CH2:3][CH3:4]. (3) The product is: [Cl:15][C:10]1[CH:9]=[C:8]([C:6]2[CH:5]=[C:4]([N:16]3[CH2:21][CH2:20][N:19]([C:22]4[C:27]([C:28]([F:29])([F:31])[F:30])=[CH:26][CH:25]=[CH:24][N:23]=4)[CH2:18][CH2:17]3)[N:3]=[C:2]([C:34]3[N:33]([CH3:32])[CH:37]=[CH:36][N:35]=3)[N:7]=2)[CH:13]=[CH:12][C:11]=1[F:14]. Given the reactants Cl[C:2]1[N:7]=[C:6]([C:8]2[CH:13]=[CH:12][C:11]([F:14])=[C:10]([Cl:15])[CH:9]=2)[CH:5]=[C:4]([N:16]2[CH2:21][CH2:20][N:19]([C:22]3[C:27]([C:28]([F:31])([F:30])[F:29])=[CH:26][CH:25]=[CH:24][N:23]=3)[CH2:18][CH2:17]2)[N:3]=1.[CH3:32][N:33]1[CH:37]=[CH:36][N:35]=[CH:34]1.C1C=CC(P(C2C=CC=CC=2)C2C=CC=CC=2)=CC=1, predict the reaction product. (4) Given the reactants [C:1]1([C:7]2[NH:19][C:10]3=[C:11]4[C:16](=[CH:17][CH:18]=[C:9]3[C:8]=2[C:20](O)=[O:21])[CH:15]=[N:14][CH:13]=[CH:12]4)[CH:6]=[CH:5][CH:4]=[CH:3][CH:2]=1.CCN(C(C)C)C(C)C.[C:32]([O:36][C:37](=[O:49])[NH:38][CH2:39][C@@H:40]([NH2:48])[CH2:41][C:42]1[CH:47]=[CH:46][CH:45]=[CH:44][CH:43]=1)([CH3:35])([CH3:34])[CH3:33].CCN=C=NCCCN(C)C.Cl.C1C=CC2N(O)N=NC=2C=1, predict the reaction product. The product is: [C:32]([O:36][C:37](=[O:49])[NH:38][CH2:39][C@@H:40]([NH:48][C:20]([C:8]1[C:9]2[C:10](=[C:11]3[C:16](=[CH:17][CH:18]=2)[CH:15]=[N:14][CH:13]=[CH:12]3)[NH:19][C:7]=1[C:1]1[CH:2]=[CH:3][CH:4]=[CH:5][CH:6]=1)=[O:21])[CH2:41][C:42]1[CH:43]=[CH:44][CH:45]=[CH:46][CH:47]=1)([CH3:35])([CH3:33])[CH3:34]. (5) Given the reactants N1C=CC=CC=1NC(N)=S.C(OC(=O)C(=O)CBr)C.[CH2:20]([O:22][C:23]([C:25]1[N:26]=[C:27]([NH:30][C:31]2[CH:36]=[CH:35][CH:34]=[CH:33][N:32]=2)[S:28][CH:29]=1)=[O:24])[CH3:21].[OH-].[Na+], predict the reaction product. The product is: [CH2:20]([O:22][C:23]([C:25]1[N:26]=[C:27]([NH:30][C:31]2[CH:36]=[CH:35][CH:34]=[CH:33][N:32]=2)[S:28][CH:29]=1)=[O:24])[CH3:21].[N:32]1[CH:33]=[CH:34][CH:35]=[CH:36][C:31]=1[NH:30][C:27]1[S:28][CH:29]=[C:25]([C:23]([OH:24])=[O:22])[N:26]=1. (6) Given the reactants [OH:1][C:2]1[CH:3]=[C:4]([CH:8]=[CH:9][CH:10]=1)[C:5](O)=O.[CH3:11][N:12]1[CH:16]=[CH:15][N:14]=[C:13]1[C:17](Cl)=O.C(=O)([O-])[O-].[K+].[K+].[Br:26][C:27]1[CH:28]=[C:29]([NH2:34])[C:30]([NH2:33])=[N:31][CH:32]=1, predict the reaction product. The product is: [Br:26][C:27]1[CH:28]=[C:29]2[NH:34][C:5]([C:4]3[CH:8]=[CH:9][CH:10]=[C:2]([O:1][CH2:17][C:13]4[N:12]([CH3:11])[CH:16]=[CH:15][N:14]=4)[CH:3]=3)=[N:33][C:30]2=[N:31][CH:32]=1.